From a dataset of NCI-60 drug combinations with 297,098 pairs across 59 cell lines. Regression. Given two drug SMILES strings and cell line genomic features, predict the synergy score measuring deviation from expected non-interaction effect. (1) Drug 1: CC12CCC3C(C1CCC2=O)CC(=C)C4=CC(=O)C=CC34C. Drug 2: C1C(C(OC1N2C=C(C(=O)NC2=O)F)CO)O. Cell line: UACC62. Synergy scores: CSS=45.6, Synergy_ZIP=-13.2, Synergy_Bliss=-6.58, Synergy_Loewe=-3.46, Synergy_HSA=-2.84. (2) Drug 1: CN(C)N=NC1=C(NC=N1)C(=O)N. Drug 2: C1CN(CCN1C(=O)CCBr)C(=O)CCBr. Cell line: HT29. Synergy scores: CSS=16.3, Synergy_ZIP=-6.86, Synergy_Bliss=-4.30, Synergy_Loewe=-20.2, Synergy_HSA=-4.78.